This data is from Forward reaction prediction with 1.9M reactions from USPTO patents (1976-2016). The task is: Predict the product of the given reaction. (1) Given the reactants C([Li])CCC.Br[C:7]1[CH:12]=[C:11]([O:13][CH2:14][CH2:15][CH3:16])[CH:10]=[C:9]([F:17])[CH:8]=1.CN(C)[CH:20]=[O:21], predict the reaction product. The product is: [F:17][C:9]1[CH:8]=[C:7]([CH:12]=[C:11]([O:13][CH2:14][CH2:15][CH3:16])[CH:10]=1)[CH:20]=[O:21]. (2) Given the reactants Cl[C:2]1[CH:3]=[CH:4][C:5]2[CH2:6][N:7]([CH3:19])[CH2:8][CH:9]([C:13]3[CH:18]=[CH:17][CH:16]=[CH:15][N:14]=3)[O:10][C:11]=2[N:12]=1.[CH3:20][O:21][C:22]1[CH:23]=[C:24]([CH:26]=[CH:27][C:28]=1[N:29]1[CH:33]=[C:32]([CH3:34])[N:31]=[CH:30]1)[NH2:25].C1(P(C2CCCCC2)C2C=CC=CC=2C2C=CC=CC=2)CCCCC1.C([O-])([O-])=O.[Cs+].[Cs+], predict the reaction product. The product is: [CH3:20][O:21][C:22]1[CH:23]=[C:24]([NH:25][C:2]2[CH:3]=[CH:4][C:5]3[CH2:6][N:7]([CH3:19])[CH2:8][CH:9]([C:13]4[CH:18]=[CH:17][CH:16]=[CH:15][N:14]=4)[O:10][C:11]=3[N:12]=2)[CH:26]=[CH:27][C:28]=1[N:29]1[CH:33]=[C:32]([CH3:34])[N:31]=[CH:30]1. (3) Given the reactants [OH:1][CH2:2][C:3]([CH3:10])([CH3:9])[C:4](=O)[CH2:5][C:6]#[N:7].Cl[NH:12][NH:13][C:14]1[CH:19]=[CH:18][CH:17]=[CH:16][CH:15]=1.[CH2:20](O)C, predict the reaction product. The product is: [NH2:7][C:6]1[N:13]([C:14]2[CH:19]=[CH:18][C:17]([CH3:20])=[CH:16][CH:15]=2)[N:12]=[C:4]([C:3]([CH3:10])([CH3:9])[CH2:2][OH:1])[CH:5]=1. (4) Given the reactants N1([C:6]([O:8][C:9]2[CH:14]=[CH:13][CH:12]=[CH:11][C:10]=2[O:15][CH:16]([CH3:18])[CH3:17])=[O:7])C=CN=C1.[OH:19][C@H:20]1[CH2:24][N:23]([C:25]([C:27]2[CH:32]=[CH:31][CH:30]=[CH:29][CH:28]=2)=[O:26])[C@@H:22]2[CH2:33][CH2:34][NH:35][C@H:21]12, predict the reaction product. The product is: [C:25]([N:23]1[C@H:22]2[C@H:21]([N:35]([C:6]([O:8][C:9]3[CH:14]=[CH:13][CH:12]=[CH:11][C:10]=3[O:15][CH:16]([CH3:18])[CH3:17])=[O:7])[CH2:34][CH2:33]2)[C@@H:20]([OH:19])[CH2:24]1)(=[O:26])[C:27]1[CH:32]=[CH:31][CH:30]=[CH:29][CH:28]=1. (5) Given the reactants [OH:1][CH2:2][CH2:3][NH2:4].O=S(Cl)Cl.[Br:9][C:10]1[CH:15]=[CH:14][C:13]([N:16]=[C:17]=[S:18])=[C:12]([CH3:19])[CH:11]=1, predict the reaction product. The product is: [OH:1][CH2:2][C:3]1([NH2:4])[CH2:12][CH2:11][CH2:10][CH2:15]1.[Br:9][C:10]1[CH:15]=[CH:14][C:13]([N:16]=[C:17]2[S:18][CH2:2][C:3]3([CH2:12][CH2:11][CH2:10][CH2:15]3)[NH:4]2)=[C:12]([CH3:19])[CH:11]=1.